From a dataset of Full USPTO retrosynthesis dataset with 1.9M reactions from patents (1976-2016). Predict the reactants needed to synthesize the given product. (1) Given the product [C:59]([C:63]1[CH:67]=[C:66]([CH2:68][NH:69][C:14](=[O:16])[CH:13]([C:4]2[CH:5]=[CH:6][C:7]([CH2:8][O:9][CH2:10][CH2:11][OH:12])=[C:2]([F:1])[CH:3]=2)[CH3:17])[N:65]([C:70]2[CH:75]=[CH:74][CH:73]=[C:72]([Cl:76])[CH:71]=2)[N:64]=1)([CH3:62])([CH3:60])[CH3:61], predict the reactants needed to synthesize it. The reactants are: [F:1][C:2]1[CH:3]=[C:4]([CH:13]([CH3:17])[C:14]([OH:16])=O)[CH:5]=[CH:6][C:7]=1[CH2:8][O:9][CH2:10][CH2:11][OH:12].CCN(C(C)C)C(C)C.CN(C(ON1N=NC2C=CC=CC1=2)=[N+](C)C)C.[B-](F)(F)(F)F.C1C=CC2N(O)N=NC=2C=1.[C:59]([C:63]1[CH:67]=[C:66]([CH2:68][NH2:69])[N:65]([C:70]2[CH:75]=[CH:74][CH:73]=[C:72]([Cl:76])[CH:71]=2)[N:64]=1)([CH3:62])([CH3:61])[CH3:60]. (2) Given the product [O:24]([C:21]1[CH:20]=[CH:19][C:18]([O:17][CH2:16][CH2:15][CH2:14][O:13][C:10]2[CH:9]=[CH:8][C:7]([CH2:6][C@H:5]([O:31][CH2:32][CH2:33][CH3:34])[C:4]([OH:35])=[O:3])=[CH:12][CH:11]=2)=[CH:23][CH:22]=1)[C:25]1[CH:26]=[CH:27][CH:28]=[CH:29][CH:30]=1, predict the reactants needed to synthesize it. The reactants are: C([O:3][C:4](=[O:35])[C@@H:5]([O:31][CH2:32][CH2:33][CH3:34])[CH2:6][C:7]1[CH:12]=[CH:11][C:10]([O:13][CH2:14][CH2:15][CH2:16][O:17][C:18]2[CH:23]=[CH:22][C:21]([O:24][C:25]3[CH:30]=[CH:29][CH:28]=[CH:27][CH:26]=3)=[CH:20][CH:19]=2)=[CH:9][CH:8]=1)C.[Li+].[OH-]. (3) Given the product [CH3:1][C:2]1[CH:7]=[CH:6][C:5]([C:8]([CH3:10])=[O:9])=[CH:4][C:3]=1[Br:15], predict the reactants needed to synthesize it. The reactants are: [CH3:1][C:2]1[CH:7]=[CH:6][C:5]([C:8]([CH3:10])=[O:9])=[CH:4][CH:3]=1.[Al+3].[Cl-].[Cl-].[Cl-].[Br:15]Br. (4) Given the product [C:48]1([C:52]2[CH:57]=[CH:56][CH:55]=[CH:54][CH:53]=2)[CH:49]=[CH:50][CH:51]=[C:46]([N:36]2[C:37]3[N:44]=[CH:43][C:42]([F:45])=[CH:41][C:38]=3[C:39](=[O:40])[N:34]([C@@H:31]3[CH2:32][CH2:33][C@H:28]([NH:27][C:15](=[O:17])[CH2:14][N:11]4[CH2:10][CH2:9][N:8]([C:6]([O:5][C:1]([CH3:2])([CH3:3])[CH3:4])=[O:7])[CH2:13][CH2:12]4)[CH2:29][CH2:30]3)[C:35]2=[O:58])[CH:47]=1, predict the reactants needed to synthesize it. The reactants are: [C:1]([O:5][C:6]([N:8]1[CH2:13][CH2:12][N:11]([CH2:14][C:15]([OH:17])=O)[CH2:10][CH2:9]1)=[O:7])([CH3:4])([CH3:3])[CH3:2].CCN(C(C)C)C(C)C.[NH2:27][C@@H:28]1[CH2:33][CH2:32][C@H:31]([N:34]2[C:39](=[O:40])[C:38]3[CH:41]=[C:42]([F:45])[CH:43]=[N:44][C:37]=3[N:36]([C:46]3[CH:47]=[C:48]([C:52]4[CH:57]=[CH:56][CH:55]=[CH:54][CH:53]=4)[CH:49]=[CH:50][CH:51]=3)[C:35]2=[O:58])[CH2:30][CH2:29]1.O. (5) Given the product [O:30]1[CH2:31][CH2:32][N:33]([C:36]2[CH:37]=[CH:38][C:39]([NH:40][C:2]3[C:3]4[NH:20][N:19]=[CH:18][C:4]=4[N:5]=[C:6]([C:8]4[CH:9]=[C:10]([CH:15]=[CH:16][CH:17]=4)[C:11]([OH:13])=[O:12])[N:7]=3)=[CH:41][CH:42]=2)[CH2:34][CH2:35]1, predict the reactants needed to synthesize it. The reactants are: Cl[C:2]1[C:3]2[C:4](=[CH:18][N:19](CC3C=CC(OC)=CC=3)[N:20]=2)[N:5]=[C:6]([C:8]2[CH:9]=[C:10]([CH:15]=[CH:16][CH:17]=2)[C:11]([O:13]C)=[O:12])[N:7]=1.[O:30]1[CH2:35][CH2:34][N:33]([C:36]2[CH:42]=[CH:41][C:39]([NH2:40])=[CH:38][CH:37]=2)[CH2:32][CH2:31]1.Cl. (6) Given the product [CH3:1][O:2][C:3](=[O:19])[CH:4]([O:17][CH3:18])[CH2:5][C:6]1[C:15]2[C:10](=[CH:11][CH:12]=[CH:13][CH:14]=2)[C:9]([O:16][CH2:38][CH2:39][C:40]2[N:41]=[C:42]([C:46]3[CH:51]=[CH:50][C:49]([F:52])=[CH:48][C:47]=3[O:53][CH2:54][CH3:55])[O:43][C:44]=2[CH3:45])=[CH:8][CH:7]=1, predict the reactants needed to synthesize it. The reactants are: [CH3:1][O:2][C:3](=[O:19])[CH:4]([O:17][CH3:18])[CH2:5][C:6]1[C:15]2[C:10](=[CH:11][CH:12]=[CH:13][CH:14]=2)[C:9]([OH:16])=[CH:8][CH:7]=1.C(OC(CC1C2SC=CC=2C(O[CH2:38][CH2:39][C:40]2[N:41]=[C:42]([C:46]3[CH:51]=[CH:50][C:49]([F:52])=[CH:48][C:47]=3[O:53][CH2:54][CH3:55])[O:43][C:44]=2[CH3:45])=CC=1)C(O)=O)C.C1(P(C2C=CC=CC=2)C2C=CC=CC=2)C=CC=CC=1.N(C(OCC)=O)=NC(OCC)=O. (7) Given the product [CH:39]1([CH2:38][N:35]2[CH:36]=[CH:37][C:32]([C:16]3[CH:15]=[CH:14][C:4]([O:5][C:6]4[CH:11]=[C:10]([CH3:12])[CH:9]=[C:8]([CH3:13])[N:7]=4)=[CH:3][C:2]=3[F:1])=[C:33]([C:43]#[N:44])[C:34]2=[O:42])[CH2:40][CH2:41]1, predict the reactants needed to synthesize it. The reactants are: [F:1][C:2]1[CH:3]=[C:4]([CH:14]=[CH:15][C:16]=1B1OC(C)(C)C(C)(C)O1)[O:5][C:6]1[CH:11]=[C:10]([CH3:12])[CH:9]=[C:8]([CH3:13])[N:7]=1.C([O-])(O)=O.[Na+].Br[C:32]1[CH:37]=[CH:36][N:35]([CH2:38][CH:39]2[CH2:41][CH2:40]2)[C:34](=[O:42])[C:33]=1[C:43]#[N:44]. (8) Given the product [C:21]([O:24][CH2:25][C:26]1[C:27]([N:35]2[CH2:46][CH2:45][N:44]3[C:37](=[CH:38][C:39]4[CH2:40][C:41]([CH3:48])([CH3:47])[CH2:42][C:43]=43)[C:36]2=[O:49])=[N:28][CH:29]=[CH:30][C:31]=1[C:2]1[CH:3]=[C:4]([NH:10][C:11]2[CH:16]=[CH:15][N:14]=[C:13]([C:17]([OH:20])([CH3:19])[CH3:18])[N:12]=2)[C:5](=[O:9])[N:6]([CH3:8])[CH:7]=1)(=[O:23])[CH3:22], predict the reactants needed to synthesize it. The reactants are: Br[C:2]1[CH:3]=[C:4]([NH:10][C:11]2[CH:16]=[CH:15][N:14]=[C:13]([C:17]([OH:20])([CH3:19])[CH3:18])[N:12]=2)[C:5](=[O:9])[N:6]([CH3:8])[CH:7]=1.[C:21]([O:24][CH2:25][C:26]1[C:27]([N:35]2[CH2:46][CH2:45][N:44]3[C:37](=[CH:38][C:39]4[CH2:40][C:41]([CH3:48])([CH3:47])[CH2:42][C:43]=43)[C:36]2=[O:49])=[N:28][CH:29]=[CH:30][C:31]=1B(O)O)(=[O:23])[CH3:22].[O-]P([O-])([O-])=O.[K+].[K+].[K+].O.